Dataset: Retrosynthesis with 50K atom-mapped reactions and 10 reaction types from USPTO. Task: Predict the reactants needed to synthesize the given product. (1) Given the product N#CSCCC(=O)N1CCCC1, predict the reactants needed to synthesize it. The reactants are: N#C[S-].O=C(CCCl)N1CCCC1. (2) Given the product Cc1cccc(-n2nnn(C)c2=O)c1COc1ccn(-c2cccc(F)c2)n1, predict the reactants needed to synthesize it. The reactants are: Cc1cccc(-n2nnn(C)c2=O)c1CBr.Oc1ccn(-c2cccc(F)c2)n1. (3) Given the product Cc1nc(NCC(=O)N(C)C2CCN(Cc3ccccc3)CC2)nc(C)c1[N+](=O)[O-], predict the reactants needed to synthesize it. The reactants are: CNC1CCN(Cc2ccccc2)CC1.Cc1nc(NCC(=O)O)nc(C)c1[N+](=O)[O-]. (4) Given the product CS(=O)(=O)NCCOC[C@@H]1CC(c2ccc(Br)cn2)=NO1, predict the reactants needed to synthesize it. The reactants are: CS(=O)(=O)Cl.NCCOC[C@@H]1CC(c2ccc(Br)cn2)=NO1.